This data is from Catalyst prediction with 721,799 reactions and 888 catalyst types from USPTO. The task is: Predict which catalyst facilitates the given reaction. (1) Product: [F:24][C:18]1[CH:19]=[CH:20][CH:21]=[C:22]([F:23])[C:17]=1[CH2:16][C:14]1[CH:15]=[C:10]([O:8][CH:4]([CH3:3])[C:5]#[C:6][CH3:7])[N:11]=[CH:12][N:13]=1. Reactant: [H-].[Na+].[CH3:3][CH:4]([OH:8])[C:5]#[C:6][CH3:7].Cl[C:10]1[CH:15]=[C:14]([CH2:16][C:17]2[C:22]([F:23])=[CH:21][CH:20]=[CH:19][C:18]=2[F:24])[N:13]=[CH:12][N:11]=1.[Cl-].[NH4+]. The catalyst class is: 7. (2) Reactant: [F:1][C:2]1[CH:3]=[CH:4][C:5]2[O:9][C:8]([C:10](OC)=[O:11])=[C:7]([CH2:14][O:15][CH2:16][CH2:17][O:18][CH3:19])[C:6]=2[CH:20]=1.[Cl-].[Ca+2].[Cl-].[BH4-].[Na+].C(=O)([O-])O.[Na+]. Product: [F:1][C:2]1[CH:3]=[CH:4][C:5]2[O:9][C:8]([CH2:10][OH:11])=[C:7]([CH2:14][O:15][CH2:16][CH2:17][O:18][CH3:19])[C:6]=2[CH:20]=1. The catalyst class is: 214. (3) Reactant: [Cl:1][C:2]1[CH:28]=[C:27]([Cl:29])[CH:26]=[CH:25][C:3]=1[CH2:4][N:5]1[C:9]([CH2:10][CH2:11][C:12]([O:14]CC)=[O:13])=[CH:8][C:7]([O:17][CH2:18][C:19]2[CH:24]=[CH:23][CH:22]=[CH:21][N:20]=2)=[N:6]1.[OH-].[Na+].O1CCCC1. Product: [Cl:1][C:2]1[CH:28]=[C:27]([Cl:29])[CH:26]=[CH:25][C:3]=1[CH2:4][N:5]1[C:9]([CH2:10][CH2:11][C:12]([OH:14])=[O:13])=[CH:8][C:7]([O:17][CH2:18][C:19]2[CH:24]=[CH:23][CH:22]=[CH:21][N:20]=2)=[N:6]1. The catalyst class is: 8. (4) Product: [O:11]=[C:10]1[N:29]2[N:30]=[CH:31][CH:32]=[C:28]2[NH:27][C:13]([C:15]2[CH:16]=[CH:17][C:18]([C:19]([O:21][CH3:22])=[O:20])=[CH:23][CH:24]=2)=[CH:12]1. Reactant: [N+](C1C=CC(CO[C:10]([CH2:12][C:13]([C:15]2[CH:24]=[CH:23][C:18]([C:19]([O:21][CH3:22])=[O:20])=[CH:17][CH:16]=2)=O)=[O:11])=CC=1)([O-])=O.[NH2:27][C:28]1[CH:32]=[CH:31][NH:30][N:29]=1. The catalyst class is: 15. (5) Reactant: [N:1]12[CH2:9][CH2:8][CH:5]([CH2:6][CH2:7]1)[N:4]([C:10]1[CH:15]=[CH:14][C:13]([NH2:16])=[CH:12][CH:11]=1)[CH2:3][CH2:2]2.[C:17]1([N:23]=[C:24]=[O:25])[CH:22]=[CH:21][CH:20]=[CH:19][CH:18]=1. Product: [N:1]12[CH2:9][CH2:8][CH:5]([CH2:6][CH2:7]1)[N:4]([C:10]1[CH:15]=[CH:14][C:13]([NH:16][C:24]([NH:23][C:17]3[CH:22]=[CH:21][CH:20]=[CH:19][CH:18]=3)=[O:25])=[CH:12][CH:11]=1)[CH2:3][CH2:2]2. The catalyst class is: 5. (6) Reactant: [NH2:1][C:2]1[CH:7]=[CH:6][C:5]([S:8]([NH2:11])(=[O:10])=[O:9])=[CH:4][CH:3]=1.[C:12](Cl)(=[O:15])[CH:13]=[CH2:14].O. Product: [NH2:11][S:8]([C:5]1[CH:6]=[CH:7][C:2]([NH:1][C:12](=[O:15])[CH:13]=[CH2:14])=[CH:3][CH:4]=1)(=[O:9])=[O:10]. The catalyst class is: 7. (7) Reactant: [OH:1][C:2]1[CH:7]=[C:6]([OH:8])[CH:5]=[CH:4][C:3]=1[C:9](=O)[C:10]([F:13])([F:12])[F:11].Cl[CH2:16][C:17]([C:19]1[CH:24]=[CH:23][C:22]([Cl:25])=[CH:21][C:20]=1[Cl:26])=[O:18].C(=O)([O-])[O-].[K+].[K+].C(OCC)(=O)C. Product: [Cl:26][C:20]1[CH:21]=[C:22]([Cl:25])[CH:23]=[CH:24][C:19]=1[C:17]([C:16]1[O:1][C:2]2[CH:7]=[C:6]([OH:8])[CH:5]=[CH:4][C:3]=2[C:9]=1[C:10]([F:13])([F:12])[F:11])=[O:18]. The catalyst class is: 35. (8) Reactant: [OH:1][C:2]1[CH:3]=[C:4]2[C:8](=[CH:9][CH:10]=1)[NH:7][CH:6]=[C:5]2[CH2:11][C:12]([OH:14])=O.CN(C(ON1N=NC2C=CC=NC1=2)=[N+](C)C)C.F[P-](F)(F)(F)(F)F.C(N(CC)C(C)C)(C)C.[CH3:48][C:49]([CH3:69])=[CH:50][CH2:51][CH2:52]/[C:53](/[CH3:68])=[CH:54]/[CH2:55][CH2:56]/[C:57](/[CH3:67])=[CH:58]/[CH2:59][S:60][CH2:61][C@H:62]([NH2:66])[C:63]([OH:65])=[O:64]. Product: [OH:1][C:2]1[CH:3]=[C:4]2[C:8](=[CH:9][CH:10]=1)[NH:7][CH:6]=[C:5]2[CH2:11][C:12]([NH:66][C@@H:62]([CH2:61][S:60][CH2:59]/[CH:58]=[C:57](\[CH3:67])/[CH2:56][CH2:55]/[CH:54]=[C:53](\[CH3:68])/[CH2:52][CH2:51][CH:50]=[C:49]([CH3:69])[CH3:48])[C:63]([OH:65])=[O:64])=[O:14]. The catalyst class is: 1.